This data is from KCNQ2 potassium channel screen with 302,405 compounds. The task is: Binary Classification. Given a drug SMILES string, predict its activity (active/inactive) in a high-throughput screening assay against a specified biological target. (1) The compound is Clc1c(COC(=O)c2c(SC)nccc2)cccc1. The result is 0 (inactive). (2) The result is 0 (inactive). The molecule is S1\C(=C/c2c(N3CCN(CC3)CC)n(c(=O)c(c2C)C#N)C)C(=O)N(Cc2occc2)C1=S. (3) The drug is s1c(C(=O)Nn2c(nc3c(c2=O)cccc3)C2CCC2)ccc1. The result is 0 (inactive). (4) The compound is O=P1(CC(=CC1)C)c1ccccc1. The result is 0 (inactive). (5) The compound is OC(=O)CCc1c(cc(c(c1)C)CCC(O)=O)C. The result is 0 (inactive). (6) The drug is O1C(=C(C2(c3c(NC2=O)cccc3)C(=C1N)C(OC)=O)C(OCCOC)=O)C. The result is 0 (inactive). (7) The molecule is O1CCN(CC2CCCN(C2)C(=O)CCc2oc(nn2)Cc2cc(ccc2)C)CC1. The result is 0 (inactive).